Regression. Given two drug SMILES strings and cell line genomic features, predict the synergy score measuring deviation from expected non-interaction effect. From a dataset of NCI-60 drug combinations with 297,098 pairs across 59 cell lines. (1) Drug 1: CN(CC1=CN=C2C(=N1)C(=NC(=N2)N)N)C3=CC=C(C=C3)C(=O)NC(CCC(=O)O)C(=O)O. Drug 2: CC1=C(C=C(C=C1)C(=O)NC2=CC(=CC(=C2)C(F)(F)F)N3C=C(N=C3)C)NC4=NC=CC(=N4)C5=CN=CC=C5. Cell line: SF-268. Synergy scores: CSS=32.1, Synergy_ZIP=3.43, Synergy_Bliss=2.99, Synergy_Loewe=-41.1, Synergy_HSA=0.342. (2) Cell line: RXF 393. Drug 2: CC1CCC2CC(C(=CC=CC=CC(CC(C(=O)C(C(C(=CC(C(=O)CC(OC(=O)C3CCCCN3C(=O)C(=O)C1(O2)O)C(C)CC4CCC(C(C4)OC)O)C)C)O)OC)C)C)C)OC. Synergy scores: CSS=-4.74, Synergy_ZIP=1.32, Synergy_Bliss=-3.36, Synergy_Loewe=-10.0, Synergy_HSA=-9.36. Drug 1: CC(C)(C#N)C1=CC(=CC(=C1)CN2C=NC=N2)C(C)(C)C#N. (3) Drug 1: C1CC(=O)NC(=O)C1N2CC3=C(C2=O)C=CC=C3N. Drug 2: CC1=C(C(=CC=C1)Cl)NC(=O)C2=CN=C(S2)NC3=CC(=NC(=N3)C)N4CCN(CC4)CCO. Cell line: BT-549. Synergy scores: CSS=23.7, Synergy_ZIP=-5.82, Synergy_Bliss=2.69, Synergy_Loewe=0.391, Synergy_HSA=0.493. (4) Drug 1: C1=CC(=CC=C1CCC2=CNC3=C2C(=O)NC(=N3)N)C(=O)NC(CCC(=O)O)C(=O)O. Drug 2: CN(C(=O)NC(C=O)C(C(C(CO)O)O)O)N=O. Cell line: UACC-257. Synergy scores: CSS=1.85, Synergy_ZIP=-3.77, Synergy_Bliss=-4.01, Synergy_Loewe=-10.2, Synergy_HSA=-2.16. (5) Drug 1: C1CCC(CC1)NC(=O)N(CCCl)N=O. Drug 2: C1=CC(=CC=C1CCCC(=O)O)N(CCCl)CCCl. Cell line: MALME-3M. Synergy scores: CSS=23.1, Synergy_ZIP=-6.04, Synergy_Bliss=2.01, Synergy_Loewe=0.815, Synergy_HSA=2.93. (6) Drug 1: CS(=O)(=O)CCNCC1=CC=C(O1)C2=CC3=C(C=C2)N=CN=C3NC4=CC(=C(C=C4)OCC5=CC(=CC=C5)F)Cl. Drug 2: CN(CCCl)CCCl.Cl. Cell line: UACC-257. Synergy scores: CSS=8.62, Synergy_ZIP=-3.22, Synergy_Bliss=-1.34, Synergy_Loewe=-2.69, Synergy_HSA=-0.500.